From a dataset of Reaction yield outcomes from USPTO patents with 853,638 reactions. Predict the reaction yield, written as a fraction of the theoretical maximum amount of product (1.0 means a 100% yield; for example, 0.34 means a 34% yield). (1) The reactants are [C:1](=[O:17])([O:15][CH3:16])[O:2][C:3]1[CH:8]=[CH:7][C:6]([F:9])=[CH:5][C:4]=1[CH:10]1[CH2:14][CH2:13][CH2:12][CH2:11]1.OS(O)(=O)=O.[N+:23]([O-])([O-:25])=[O:24].[K+]. No catalyst specified. The product is [C:1](=[O:17])([O:15][CH3:16])[O:2][C:3]1[CH:8]=[C:7]([N+:23]([O-:25])=[O:24])[C:6]([F:9])=[CH:5][C:4]=1[CH:10]1[CH2:14][CH2:13][CH2:12][CH2:11]1. The yield is 0.770. (2) The reactants are [CH3:1][Si:2]([CH3:13])([CH3:12])[C:3]#[C:4][C:5]1[N:10]=[CH:9][C:8]([NH2:11])=[CH:7][CH:6]=1.C[Si]([N-][Si](C)(C)C)(C)C.[Na+].[CH3:24][C:25]([O:28][C:29](O[C:29]([O:28][C:25]([CH3:27])([CH3:26])[CH3:24])=[O:30])=[O:30])([CH3:27])[CH3:26]. The catalyst is C1COCC1. The product is [CH3:13][Si:2]([CH3:12])([CH3:1])[C:3]#[C:4][C:5]1[N:10]=[CH:9][C:8]([NH:11][C:29](=[O:30])[O:28][C:25]([CH3:27])([CH3:26])[CH3:24])=[CH:7][CH:6]=1. The yield is 0.670.